From a dataset of Full USPTO retrosynthesis dataset with 1.9M reactions from patents (1976-2016). Predict the reactants needed to synthesize the given product. Given the product [Br:1][C:2]1[CH:3]=[C:4]([CH:5]2[C:36]3[C:35](=[O:40])[CH2:34][CH:33]([CH2:30][CH2:31][CH3:32])[CH2:38][C:37]=3[NH:29][C:25]([CH3:24])=[C:26]2[C:27]#[N:28])[CH:7]=[C:8]([S:15]([N:18]2[CH2:23][CH2:22][O:21][CH2:20][CH2:19]2)(=[O:17])=[O:16])[C:9]=1[NH:10][CH2:11][CH2:12][O:13][CH3:14], predict the reactants needed to synthesize it. The reactants are: [Br:1][C:2]1[CH:3]=[C:4]([CH:7]=[C:8]([S:15]([N:18]2[CH2:23][CH2:22][O:21][CH2:20][CH2:19]2)(=[O:17])=[O:16])[C:9]=1[NH:10][CH2:11][CH2:12][O:13][CH3:14])[CH:5]=O.[CH3:24]/[C:25](/[NH2:29])=[CH:26]\[C:27]#[N:28].[CH2:30]([CH:33]1[CH2:38][C:37](=O)[CH2:36][C:35](=[O:40])[CH2:34]1)[CH2:31][CH3:32].